This data is from Drug-target binding data from BindingDB using IC50 measurements. The task is: Regression. Given a target protein amino acid sequence and a drug SMILES string, predict the binding affinity score between them. We predict pIC50 (pIC50 = -log10(IC50 in M); higher means more potent). Dataset: bindingdb_ic50. (1) The target protein sequence is MVISKPINARPLPAGLTASQQWTLLEWIHMAGHIETENELKAFLDQVLSQAPSERLLLALGRLNNQNQIQRLERVLNVSYPSDWLDQYMKENYAQHDPILRIHLGQGPVMWEERFNRAKGAEEKRFIAEATQNGMGSGITFSAASERNNIGSILSIAGREPGRNAALVAMLNCLTPHLHQAAIRVANLPPASPSNMPLSQREYDIFHWMSRGKTNWEIATILDISERTVKFHVANVIRKLNANNRTHAIVLGMHLAMPPSTVANE. The small molecule is CCCCCCOc1ccc(C2=NCCN2)cc1. The pIC50 is 4.0. (2) The small molecule is Nc1ncnc2c1ncn2[C@@H]1O[C@H](COS(=O)(=O)NC(=O)CCC(=O)c2ccccc2-c2nn[nH]n2)[C@@H](O)[C@H]1O. The target protein (P29208) has sequence MRSAQVYRWQIPMDAGVVLRDRRLKTRDGLYVCLREGEREGWGEISPLPGFSQETWEEAQSVLLAWVNNWLAGDCELPQMPSVAFGVSCALAELTDTLPQAANYRAAPLCNGDPDDLILKLADMPGEKVAKVKVGLYEAVRDGMVVNLLLEAIPDLHLRLDANRAWTPLKGQQFAKYVNPDYRDRIAFLEEPCKTRDDSRAFARETGIAIAWDESLREPDFAFVAEEGVRAVVIKPTLTGSLEKVREQVQAAHALGLTAVISSSIESSLGLTQLARIAAWLTPDTIPGLDTLDLMQAQQVRRWPGSTLPVVEVDALERLL. The pIC50 is 5.7. (3) The drug is O=C(O)C1CN(Cc2ccc(-c3noc(-c4ccc(-c5ccccc5)cc4)n3)cc2)C1. The target protein (Q9H228) has sequence MESGLLRPAPVSEVIVLHYNYTGKLRGARYQPGAGLRADAVVCLAVCAFIVLENLAVLLVLGRHPRFHAPMFLLLGSLTLSDLLAGAAYAANILLSGPLTLKLSPALWFAREGGVFVALTASVLSLLAIALERSLTMARRGPAPVSSRGRTLAMAAAAWGVSLLLGLLPALGWNCLGRLDACSTVLPLYAKAYVLFCVLAFVGILAAICALYARIYCQVRANARRLPARPGTAGTTSTRARRKPRSLALLRTLSVVLLAFVACWGPLFLLLLLDVACPARTCPVLLQADPFLGLAMANSLLNPIIYTLTNRDLRHALLRLVCCGRHSCGRDPSGSQQSASAAEASGGLRRCLPPGLDGSFSGSERSSPQRDGLDTSGSTGSPGAPTAARTLVSEPAAD. The pIC50 is 8.0. (4) The small molecule is O=c1[nH]c(CN(Cc2cccs2)S(=O)(=O)Cc2ccccc2)nc2c1COCC2. The target protein sequence is SPDDKEFQSVEEEMQSTVREHRDGGHAGGIFNRYNILKIQKVCNKKLWERYTHRRKEVSEENHNHANERMLFHGSPFVNAIIHKGFDERHAYIGGMFGAGIYFAENSSKSNQYVYGIGGGTGCPVHKDRSCYICHRQLLFCRVTLGKSFLQFSAMKMAHSPPGHHSVTGRPSVNGLALAEYVIYRGEQAYPEYLITYQIMRPEGMV. The pIC50 is 6.8. (5) The small molecule is COc1cccc(OC)c1-c1cnnc(NCc2nc3cc(OCC(=O)O)ccc3s2)n1. The target protein sequence is MNTLREVVPVPREQLARSRVLVVGDVMLDRYWFGNVDRISPEAPVPVVHVQRQEERLGGAANVARNAVTLGGQAGLLCVVGCDEPGERIVELLGSSGVTPHLERDPALPTTIKLRVLARQQQLLRVDFEAMPTHEVLLAGLARFDVLLPQHDVVLMSDYAKGGLTHVTTMIEKARAAGKAVLVDPKGDDWARYRGASLITPNRAELREVVGQWKSEDDLRARVANLRAELDIDALLLTRSEEGMTLFSAGGELHAPALAREVFDVSGAGDTVIATVATMLGAGVPLVDAVVLANRAAGIVVGKLGTATVDYDELFH. The pIC50 is 6.1. (6) The pIC50 is 5.0. The compound is O=c1sn(Cc2ccccc2)c(=S)n1Cc1ccccc1. The target is XTSFAESXKPVQQPSAFGS. (7) The drug is Nc1ccc(SC[C@H]2CO[C@@](CCc3ccc(Cl)cc3)(Cn3ccnc3)O2)cc1. The target protein sequence is MERPQLDSMSQDLSEALKEATKEVHIRAENSEFMRNFQKGQVSREGFKLVMASLYHIYTALEEEIERNKQNPVYAPLYFPEELHRRAALEQDMAFWYGPHWQEAIPYTPATQHYVKRLHEVGGTHPELLVAHAYTRYLGDLSGGQVLKKIAQKAMALPSSGEGLAFFTFPSIDNPTKFKQLYRARMNTLEMTPEVKHRVTEEAKTAFLLNIELFEELQALLTEEHKDQSPSQTEFLRQRPASLVQDTTSAETPRGKSQISTSSSQTPLLRWVLTLSFLLATVAVGIYAM. The pIC50 is 4.4. (8) The compound is O=C(c1ccc(-c2cccc(NS(=O)(=O)c3ccccc3C(F)(F)F)c2)s1)c1c(F)ccc(O)c1F. The target protein (P51657) has sequence MDSTVVLITGCSSGIGLHLAVRLASDRSQSFKVYATLRDLKSQGPLLEAARAQGCPPGSLEILELDVRDSESVAAARACVTEGRVDVLVCNAGRGLFGPLEAHELNAVGAVLDVNVLGTIRMLQAFLPDMKRRHSGRVLVTASVGGLMGLPFHEVYCASKFALEGLCESLAILLPLFGVHVSLIECGAVHTAFHEKLEGGPGGALERADAQTRHLFAHYQRGYEQALSEAQDPEEVTELFLTAMRAPQPALRYFSTNRFLPLARMRTEDPSGSSYVEAMHREAFSDLQVQEGAKAGAQVSGDPDTPPRALICLPECAIPRVTAELGWSASDKPGQNKSCYQQKI. The pIC50 is 7.0. (9) The small molecule is COc1cc(C(=O)Nc2ccc(NC(=O)c3ccccn3)cc2)cc(-c2cnc(=O)[nH]c2)c1. The target protein (P0ACC7) has sequence MLNNAMSVVILAAGKGTRMYSDLPKVLHTLAGKAMVQHVIDAANELGAAHVHLVYGHGGDLLKQALKDDNLNWVLQAEQLGTGHAMQQAAPFFADDEDILMLYGDVPLISVETLQRLRDAKPQGGIGLLTVKLDDPTGYGRITRENGKVTGIVEHKDATDEQRQIQEINTGILIANGADMKRWLAKLTNNNAQGEYYITDIIALAYQEGREIVAVHPQRLSEVEGVNNRLQLSRLERVYQSEQAEKLLLAGVMLRDPARFDLRGTLTHGRDVEIDTNVIIEGNVTLGHRVKIGTGCVIKNSVIGDDCEISPYTVVEDANLAAACTIGPFARLRPGAELLEGAHVGNFVEMKKARLGKGSKAGHLTYLGDAEIGDNVNIGAGTITCNYDGANKFKTIIGDDVFVGSDTQLVAPVTVGKGATIAAGTTVTRNVGENALAISRVPQTQKEGWRRPVKKK. The pIC50 is 5.4. (10) The drug is CCc1cc(I)c2c(c1)C(NCCCNc1nc3ccccc3c(=O)[nH]1)CCN2. The target protein (Q8NY00) has sequence MAKETFYITTPIYYPSGNLHIGHAYSTVAGDVIARYKRMQGYDVRYLTGTDEHGQKIQEKAQKAGKTEIEYLDEMIAGIKQLWAKLEISNDDFIRTTEERHKHVVEQVFERLLKQGDIYLGEYEGWYSVPDETYYTESQLVDPQYENGKIIGGKSPDSGHEVELVKEESYFFNISKYTDRLLEFYDQNPDFIQPPSRKNEMINNFIKPGLADLAVSRTSFNWGVHVPSNPKHVVYVWIDALVNYISALGYLSDDESLFNKYWPADIHLMAKEIVRFHSIIWPILLMALDLPLPKKVFAHGWILMKDGKMSKSKGNVVDPNILIDRYGLDATRYYLMRELPFGSDGVFTPEAFVERTNFDLANDLGNLVNRTISMVNKYFDGELPAYQGPLHELDEEMEAMALETVKSYTESMESLQFSVALSTVWKFISRTNKYIDETTPWVLAKDDSQKDMLGNVMAHLVENIRYAAVLLRPFLTHAPKEIFEQLNINNPQFMEFSSLE.... The pIC50 is 7.8.